Dataset: Peptide-MHC class I binding affinity with 185,985 pairs from IEDB/IMGT. Task: Regression. Given a peptide amino acid sequence and an MHC pseudo amino acid sequence, predict their binding affinity value. This is MHC class I binding data. (1) The peptide sequence is VTYLALIATF. The MHC is HLA-A01:01 with pseudo-sequence HLA-A01:01. The binding affinity (normalized) is 0. (2) The peptide sequence is RRKTNLYGF. The MHC is HLA-A11:01 with pseudo-sequence HLA-A11:01. The binding affinity (normalized) is 0.0847. (3) The peptide sequence is RLKPVGSAY. The MHC is HLA-A03:01 with pseudo-sequence HLA-A03:01. The binding affinity (normalized) is 0.639. (4) The peptide sequence is DEFIQRYKL. The MHC is HLA-B40:02 with pseudo-sequence HLA-B40:02. The binding affinity (normalized) is 0.277.